Dataset: Reaction yield outcomes from USPTO patents with 853,638 reactions. Task: Predict the reaction yield, written as a fraction of the theoretical maximum amount of product (1.0 means a 100% yield; for example, 0.34 means a 34% yield). (1) The reactants are [F:1][C:2]([F:42])([F:41])[C:3]1[CH:4]=[C:5]([C@H:13]([N:15]([CH3:40])[C:16]([N:18]2[CH2:31][CH2:30][C@:21]3([NH:25][C@H:24]([C:26]([O:28][CH3:29])=[O:27])[CH2:23][CH2:22]3)[CH2:20][C@@H:19]2[C:32]2[CH:37]=[CH:36][C:35]([F:38])=[CH:34][C:33]=2[CH3:39])=[O:17])[CH3:14])[CH:6]=[C:7]([C:9]([F:12])([F:11])[F:10])[CH:8]=1.ClCCl.[C:46]([O-:49])(O)=[O:47].[Na+]. No catalyst specified. The product is [F:42][C:2]([F:1])([F:41])[C:3]1[CH:4]=[C:5]([C@H:13]([N:15]([CH3:40])[C:16]([N:18]2[CH2:31][CH2:30][C@:21]3([N:25]([C:46]([O:49][C:3]([CH3:4])([CH3:8])[CH3:2])=[O:47])[C@H:24]([C:26]([O:28][CH3:29])=[O:27])[CH2:23][CH2:22]3)[CH2:20][C@@H:19]2[C:32]2[CH:37]=[CH:36][C:35]([F:38])=[CH:34][C:33]=2[CH3:39])=[O:17])[CH3:14])[CH:6]=[C:7]([C:9]([F:10])([F:11])[F:12])[CH:8]=1. The yield is 0.877. (2) The reactants are [N+:1]([C:4]1[CH:10]=[CH:9][C:7]([NH2:8])=[C:6]([C:11]#[C:12][C:13]2[CH:18]=[CH:17][CH:16]=[CH:15][N:14]=2)[CH:5]=1)([O-:3])=[O:2].CC([O-])(C)C.[K+]. The catalyst is CN(C=O)C.O. The product is [N+:1]([C:4]1[CH:5]=[C:6]2[C:7](=[CH:9][CH:10]=1)[NH:8][C:12]([C:13]1[CH:18]=[CH:17][CH:16]=[CH:15][N:14]=1)=[CH:11]2)([O-:3])=[O:2]. The yield is 0.670. (3) The reactants are Cl[C:2]1[N:7]=[CH:6][C:5]2[C:8]([N:14]3[CH2:17][C:16]([CH3:19])([OH:18])[CH2:15]3)=[N:9][N:10]([CH:11]([CH3:13])[CH3:12])[C:4]=2[CH:3]=1.C1(P(C2C=CC=CC=2)C2C3OC4C(=CC=CC=4P(C4C=CC=CC=4)C4C=CC=CC=4)C(C)(C)C=3C=CC=2)C=CC=CC=1.C(=O)([O-])[O-].[Cs+].[Cs+].[CH:68]1([S:71]([N:74]2[CH:78]=[C:77]([C:79]3[N:84]=[C:83]([NH2:85])[CH:82]=[CH:81][N:80]=3)[CH:76]=[N:75]2)(=[O:73])=[O:72])[CH2:70][CH2:69]1. The catalyst is O1CCOCC1.C1C=CC(/C=C/C(/C=C/C2C=CC=CC=2)=O)=CC=1.C1C=CC(/C=C/C(/C=C/C2C=CC=CC=2)=O)=CC=1.C1C=CC(/C=C/C(/C=C/C2C=CC=CC=2)=O)=CC=1.[Pd].[Pd]. The product is [CH:68]1([S:71]([N:74]2[CH:78]=[C:77]([C:79]3[N:84]=[C:83]([NH:85][C:2]4[N:7]=[CH:6][C:5]5[C:8]([N:14]6[CH2:17][C:16]([CH3:19])([OH:18])[CH2:15]6)=[N:9][N:10]([CH:11]([CH3:13])[CH3:12])[C:4]=5[CH:3]=4)[CH:82]=[CH:81][N:80]=3)[CH:76]=[N:75]2)(=[O:72])=[O:73])[CH2:70][CH2:69]1. The yield is 0.0600. (4) The reactants are C1([O:7][C:8]2C=CC=CC=2)C=CC=CC=1.C([N:18](CCCC)CCCC)CCC.[CH3:27][C:28]1[S:32][C:31](/[CH:33]=[CH:34]/C(N=[N+]=[N-])=O)=[CH:30][CH:29]=1.CCCCCC. The catalyst is C(Cl)Cl. The product is [CH3:27][C:28]1[S:32][C:31]2[CH:33]=[CH:34][NH:18][C:8](=[O:7])[C:30]=2[CH:29]=1. The yield is 0.740. (5) The reactants are [C:9](O[C:9]([O:11][C:12]([CH3:15])([CH3:14])[CH3:13])=[O:10])([O:11][C:12]([CH3:15])([CH3:14])[CH3:13])=[O:10].C(N(CC)CC)C.[CH3:23][O:24][C:25]([C:27]1[C:35]2[C:34](=[O:36])[CH2:33][CH2:32][CH2:31][C:30]=2[NH:29][CH:28]=1)=[O:26].C([O-])(O)=O.[Na+]. The catalyst is CN(C)C1C=CN=CC=1.ClCCl. The product is [CH3:23][O:24][C:25]([C:27]1[C:35]2[C:34](=[O:36])[CH2:33][CH2:32][CH2:31][C:30]=2[N:29]([C:9]([O:11][C:12]([CH3:13])([CH3:14])[CH3:15])=[O:10])[CH:28]=1)=[O:26]. The yield is 0.890. (6) The reactants are [CH2:1]([O:8][N:9]1[C:18]2[C:13](=[CH:14][C:15](Br)=[CH:16][N:17]=2)[C:12]([NH:20][CH2:21][C:22]([O:24][CH3:25])=[O:23])=[C:11]([C:26](=[O:37])[NH:27][CH2:28][C:29]2[CH:34]=[CH:33][C:32]([F:35])=[CH:31][C:30]=2[F:36])[C:10]1=[O:38])[C:2]1[CH:7]=[CH:6][CH:5]=[CH:4][CH:3]=1.[CH2:39]([OH:44])[CH2:40][CH2:41][C:42]#[CH:43]. No catalyst specified. The product is [CH2:1]([O:8][N:9]1[C:18]2[C:13](=[CH:14][C:15]([C:43]#[C:42][CH2:41][CH2:40][CH2:39][OH:44])=[CH:16][N:17]=2)[C:12]([NH:20][CH2:21][C:22]([O:24][CH3:25])=[O:23])=[C:11]([C:26](=[O:37])[NH:27][CH2:28][C:29]2[CH:34]=[CH:33][C:32]([F:35])=[CH:31][C:30]=2[F:36])[C:10]1=[O:38])[C:2]1[CH:7]=[CH:6][CH:5]=[CH:4][CH:3]=1. The yield is 0.450. (7) The yield is 0.320. The product is [CH2:1]([O:8][C:9]1[C:10]([Cl:16])=[C:11]([C:12]([F:15])=[CH:13][CH:14]=1)[CH:24]=[O:25])[C:2]1[CH:3]=[CH:4][CH:5]=[CH:6][CH:7]=1. The catalyst is O1CCCC1. The reactants are [CH2:1]([O:8][C:9]1[CH:14]=[CH:13][C:12]([F:15])=[CH:11][C:10]=1[Cl:16])[C:2]1[CH:7]=[CH:6][CH:5]=[CH:4][CH:3]=1.C([Li])CCC.CN(C)[CH:24]=[O:25].